Predict the reactants needed to synthesize the given product. From a dataset of Full USPTO retrosynthesis dataset with 1.9M reactions from patents (1976-2016). (1) Given the product [OH:13][CH2:14][C:16]1[CH:29]=[C:19]2[C:20](=[O:28])[N:21]([CH2:7][C:6]3[CH:9]=[CH:10][C:3]([O:2][CH3:1])=[CH:4][CH:5]=3)[CH2:22][CH2:23][N:18]2[N:17]=1, predict the reactants needed to synthesize it. The reactants are: [CH3:1][O:2][C:3]1[CH:10]=[CH:9][C:6]([CH2:7]Cl)=[CH:5][CH:4]=1.C([O:13][C:14]([C:16]1[CH:29]=[C:19]2[C:20](=[O:28])[N:21](CC3CC3)[CH2:22][CH2:23][N:18]2[N:17]=1)=O)C. (2) The reactants are: [CH3:1][C:2]1([CH3:16])[CH2:11][CH2:10][C:9]([CH3:13])([CH3:12])[C:8]2[CH:7]=[C:6](O)[C:5]([OH:15])=[CH:4][C:3]1=2.[C:17](=[O:20])([O-])[O-].[Cs+].[Cs+].[F:23][C:24]([F:44])([F:43])[CH2:25]OS(C(C([C:25]([C:24]([F:44])([F:43])[F:23])(F)F)(F)F)(F)F)(=O)=O. Given the product [CH3:16][C:2]1([CH3:1])[C:3]2[C:8](=[CH:7][C:6]([O:20][CH2:17][C:24]([F:44])([F:43])[F:23])=[C:5]([O:15][CH2:25][C:24]([F:44])([F:43])[F:23])[CH:4]=2)[C:9]([CH3:13])([CH3:12])[CH2:10][CH2:11]1, predict the reactants needed to synthesize it. (3) The reactants are: [CH2:1]([O:8][C@H:9]1[CH2:12][C@H:11]([N:13]2[C:17]3[CH:18]=[C:19]([F:22])[CH:20]=[CH:21][C:16]=3[N:15]=[C:14]2[C@@H:23]([NH2:25])[CH3:24])[CH2:10]1)[C:2]1[CH:7]=[CH:6][CH:5]=[CH:4][CH:3]=1.[NH2:26][C:27]1[C:32]([C:33]#[N:34])=[C:31](Cl)[N:30]=[CH:29][N:28]=1.CCN(C(C)C)C(C)C. Given the product [NH2:26][C:27]1[C:32]([C:33]#[N:34])=[C:31]([NH:25][C@H:23]([C:14]2[N:13]([C@H:11]3[CH2:12][C@H:9]([O:8][CH2:1][C:2]4[CH:3]=[CH:4][CH:5]=[CH:6][CH:7]=4)[CH2:10]3)[C:17]3[CH:18]=[C:19]([F:22])[CH:20]=[CH:21][C:16]=3[N:15]=2)[CH3:24])[N:30]=[CH:29][N:28]=1, predict the reactants needed to synthesize it. (4) Given the product [N:17]1([CH2:1][C:3]2[CH:8]=[CH:7][N:6]=[CH:5][C:4]=2[NH:9][C:10](=[O:16])[O:11][C:12]([CH3:15])([CH3:14])[CH3:13])[CH2:21][CH2:20][CH2:19][CH2:18]1, predict the reactants needed to synthesize it. The reactants are: [CH:1]([C:3]1[CH:8]=[CH:7][N:6]=[CH:5][C:4]=1[NH:9][C:10](=[O:16])[O:11][C:12]([CH3:15])([CH3:14])[CH3:13])=O.[NH:17]1[CH2:21][CH2:20][CH2:19][CH2:18]1.C(O)(=O)C.[OH-].[Na+]. (5) Given the product [CH2:12]([NH:19][C:20]([C:22]1[S:26][C:25]([NH:27][C:7](=[O:8])[C:6]2[CH:10]=[CH:11][C:3]([C:1]#[N:2])=[CH:4][CH:5]=2)=[N:24][C:23]=1[CH3:28])=[O:21])[C:13]1[CH:18]=[CH:17][CH:16]=[CH:15][CH:14]=1, predict the reactants needed to synthesize it. The reactants are: [C:1]([C:3]1[CH:11]=[CH:10][C:6]([C:7](Cl)=[O:8])=[CH:5][CH:4]=1)#[N:2].[CH2:12]([NH:19][C:20]([C:22]1[S:26][C:25]([NH2:27])=[N:24][C:23]=1[CH3:28])=[O:21])[C:13]1[CH:18]=[CH:17][CH:16]=[CH:15][CH:14]=1. (6) Given the product [CH2:31]([C:33]1[N:34]=[C:35]([C@@H:38]([NH:49][C:11](=[O:13])[CH2:10][CH2:9][C:1](=[O:8])[C:2]2[CH:3]=[CH:4][CH:5]=[CH:6][CH:7]=2)[CH2:39][C:40]2[CH:45]=[CH:44][C:43]([N+:46]([O-:48])=[O:47])=[CH:42][CH:41]=2)[S:36][CH:37]=1)[CH3:32], predict the reactants needed to synthesize it. The reactants are: [C:1]([CH2:9][CH2:10][C:11]([OH:13])=O)(=[O:8])[C:2]1[CH:7]=[CH:6][CH:5]=[CH:4][CH:3]=1.CN1C=CN=C1.C1(C)C=CC(S(Cl)(=O)=O)=CC=1.[CH2:31]([C:33]1[N:34]=[C:35]([C@@H:38]([NH2:49])[CH2:39][C:40]2[CH:45]=[CH:44][C:43]([N+:46]([O-:48])=[O:47])=[CH:42][CH:41]=2)[S:36][CH:37]=1)[CH3:32]. (7) Given the product [ClH:8].[CH:17]([O:20][C:21](=[O:31])[C@H:22]([CH2:24][C:25]1[CH:26]=[CH:27][CH:28]=[CH:29][CH:30]=1)[NH2:23])([CH3:19])[CH3:18].[CH:17]([O:20][C:21](=[O:31])[C@H:22]([CH2:24][C:25]1[CH:26]=[CH:27][CH:28]=[CH:29][CH:30]=1)[NH:23][C:4]1[C:5]([CH2:13][CH2:14][C:9]2[CH:26]=[CH:25][CH:24]=[CH:22][CH:21]=2)=[CH:6][N:1]=[CH:2][N:3]=1)([CH3:19])[CH3:18], predict the reactants needed to synthesize it. The reactants are: [N:1]1[CH:6]=[CH:5][C:4](=O)[NH:3][CH:2]=1.[Cl:8][C:9]1[C:14](I)=[CH:13]N=CN=1.Cl.[CH:17]([O:20][C:21](=[O:31])[C@H:22]([CH2:24][C:25]1[CH:30]=[CH:29][CH:28]=[CH:27][CH:26]=1)[NH2:23])([CH3:19])[CH3:18].